This data is from Catalyst prediction with 721,799 reactions and 888 catalyst types from USPTO. The task is: Predict which catalyst facilitates the given reaction. Reactant: [Cl:1][C:2]1[CH:7]=[C:6]([Cl:8])[C:5]([Cl:9])=[CH:4][C:3]=1[OH:10].C(=O)([O-])[O-].[K+].[K+].Cl[CH2:18][C:19]#[N:20]. Product: [Cl:1][C:2]1[CH:7]=[C:6]([Cl:8])[C:5]([Cl:9])=[CH:4][C:3]=1[O:10][CH2:18][C:19]#[N:20]. The catalyst class is: 21.